Dataset: Full USPTO retrosynthesis dataset with 1.9M reactions from patents (1976-2016). Task: Predict the reactants needed to synthesize the given product. (1) Given the product [Cl:58][C:37]1[CH:36]=[C:35]([NH:9][C:3]2[CH:4]=[CH:5][C:6]([F:8])=[CH:7][C:2]=2[F:1])[CH:40]=[CH:39][C:38]=1[C:41]([C:43]1[CH:48]=[C:47]([N:49]2[CH:53]=[C:52]([CH2:54][CH2:55][OH:56])[N:51]=[N:50]2)[CH:46]=[CH:45][C:44]=1[Cl:57])=[O:42], predict the reactants needed to synthesize it. The reactants are: [F:1][C:2]1[CH:7]=[C:6]([F:8])[CH:5]=[CH:4][C:3]=1[NH:9]C1C=CC(C(C2C=C(N3C=C(CCO)N=N3)C=CC=2C)=O)=C(C)C=1.Br[C:35]1[CH:40]=[CH:39][C:38]([C:41]([C:43]2[CH:48]=[C:47]([N:49]3[CH:53]=[C:52]([CH2:54][CH2:55][OH:56])[N:51]=[N:50]3)[CH:46]=[CH:45][C:44]=2[Cl:57])=[O:42])=[C:37]([Cl:58])[CH:36]=1.FC1C=C(F)C=CC=1N. (2) Given the product [Br:1][C:2]1[C:3]([Cl:17])=[C:4]2[CH:11]=[CH:10][N:9]([CH2:22][O:23][CH2:24][CH2:25][Si:26]([CH3:29])([CH3:28])[CH3:27])[C:5]2=[N:6][CH:7]=1, predict the reactants needed to synthesize it. The reactants are: [Br:1][C:2]1[CH:3]=[C:4]2[CH:11]=[CH:10][NH:9][C:5]2=[N+:6]([O-])[CH:7]=1.CS(Cl)(=O)=O.[Cl-:17].[Na+].[H-].[Na+].Cl[CH2:22][O:23][CH2:24][CH2:25][Si:26]([CH3:29])([CH3:28])[CH3:27]. (3) Given the product [Cl:34][C:31]1[C:32]2[C:27](=[CH:26][CH:25]=[C:24]([CH2:23][N:20]3[CH2:21][CH2:22][C@H:18]([NH:17][S:12]([C:9]4[S:8][C:7]([C:5]5[S:6][C:2]([Cl:1])=[CH:3][CH:4]=5)=[CH:11][CH:10]=4)(=[O:14])=[O:13])[C:19]3=[O:35])[CH:33]=2)[CH:28]=[CH:29][N:30]=1, predict the reactants needed to synthesize it. The reactants are: [Cl:1][C:2]1[S:6][C:5]([C:7]2[S:8][C:9]([S:12](Cl)(=[O:14])=[O:13])=[CH:10][CH:11]=2)=[CH:4][CH:3]=1.Cl.[NH2:17][C@H:18]1[CH2:22][CH2:21][N:20]([CH2:23][C:24]2[CH:33]=[C:32]3[C:27]([CH:28]=[CH:29][N:30]=[C:31]3[Cl:34])=[CH:26][CH:25]=2)[C:19]1=[O:35]. (4) Given the product [C:1]([OH:13])(=[O:12])[CH2:2][C:3]([CH2:8][C:9]([OH:11])=[O:10])([C:5]([OH:7])=[O:6])[OH:4].[CH3:14][N:15]([CH3:43])[CH2:16][CH2:17][N:18]1[C:22]2[CH:23]=[CH:24][C:25]([S:27]([CH:30]3[CH2:33][N:32]([S:34]([CH3:37])(=[O:35])=[O:36])[CH2:31]3)(=[O:29])=[O:28])=[CH:26][C:21]=2[N:20]=[C:19]1[CH2:38][C:39]([CH3:41])([CH3:40])[CH3:42], predict the reactants needed to synthesize it. The reactants are: [C:1]([OH:13])(=[O:12])[CH2:2][C:3]([CH2:8][C:9]([OH:11])=[O:10])([C:5]([OH:7])=[O:6])[OH:4].[CH3:14][N:15]([CH3:43])[CH2:16][CH2:17][N:18]1[C:22]2[CH:23]=[CH:24][C:25]([S:27]([CH:30]3[CH2:33][N:32]([S:34]([CH3:37])(=[O:36])=[O:35])[CH2:31]3)(=[O:29])=[O:28])=[CH:26][C:21]=2[N:20]=[C:19]1[CH2:38][C:39]([CH3:42])([CH3:41])[CH3:40]. (5) Given the product [CH2:9]([C:13]1[CH:12]=[C:11]([CH:10]([O:25][CH:26]2[CH2:31][CH2:30][N:29]([CH3:32])[CH2:28][CH2:27]2)[C:2]2[S:1][C:5]3[CH:6]=[CH:7][CH:8]=[CH:9][C:4]=3[N:3]=2)[CH:16]=[CH:15][CH:14]=1)[CH2:4][CH2:5][CH3:6], predict the reactants needed to synthesize it. The reactants are: [S:1]1[C:5]2[CH:6]=[CH:7][CH:8]=[CH:9][C:4]=2[N:3]=[C:2]1[CH:10]([O:25][CH:26]1[CH2:31][CH2:30][N:29]([CH3:32])[CH2:28][CH2:27]1)[C:11]1[CH:12]=[C:13](OS(C(F)(F)F)(=O)=O)[CH:14]=[CH:15][CH:16]=1.[Cl-].